This data is from TCR-epitope binding with 47,182 pairs between 192 epitopes and 23,139 TCRs. The task is: Binary Classification. Given a T-cell receptor sequence (or CDR3 region) and an epitope sequence, predict whether binding occurs between them. (1) The epitope is YIFFASFYY. The TCR CDR3 sequence is CASSLLPGGPEEQYF. Result: 0 (the TCR does not bind to the epitope). (2) The epitope is TPINLVRDL. The TCR CDR3 sequence is CSVGNEQFF. Result: 0 (the TCR does not bind to the epitope). (3) The epitope is AVFDRKSDAK. The TCR CDR3 sequence is CATSDSVKPYEQYF. Result: 1 (the TCR binds to the epitope).